Task: Regression. Given a peptide amino acid sequence and an MHC pseudo amino acid sequence, predict their binding affinity value. This is MHC class I binding data.. Dataset: Peptide-MHC class I binding affinity with 185,985 pairs from IEDB/IMGT The peptide sequence is ILCGWHLLK. The MHC is HLA-A31:01 with pseudo-sequence HLA-A31:01. The binding affinity (normalized) is 0.661.